Dataset: Forward reaction prediction with 1.9M reactions from USPTO patents (1976-2016). Task: Predict the product of the given reaction. (1) Given the reactants [Br:1][C:2]1[CH:7]=[CH:6][C:5]([N+:8]([O-:10])=[O:9])=[C:4](F)[CH:3]=1.C(=O)([O-])[O-].[Cs+].[Cs+].[CH:18]([OH:21])([CH3:20])[CH3:19], predict the reaction product. The product is: [Br:1][C:2]1[CH:7]=[CH:6][C:5]([N+:8]([O-:10])=[O:9])=[C:4]([O:21][CH:18]([CH3:20])[CH3:19])[CH:3]=1. (2) Given the reactants [I:1][C:2]1[CH:3]=[CH:4][C:5]([NH:8][NH2:9])=[N:6][CH:7]=1.[F:10][C:11]([F:22])([F:21])[C:12](O[C:12](=[O:13])[C:11]([F:22])([F:21])[F:10])=[O:13], predict the reaction product. The product is: [F:10][C:11]([F:22])([F:21])[C:12]([NH:9][NH:8][C:5]1[CH:4]=[CH:3][C:2]([I:1])=[CH:7][N:6]=1)=[O:13]. (3) Given the reactants C([O:3][C:4](=[O:17])[CH2:5][NH:6][C:7]([C:9]1[C:13]([CH3:14])=[C:12]([CH:15]=O)[NH:11][CH:10]=1)=[O:8])C.[OH-].[Na+].[CH3:20][NH:21][S:22]([C:25]1[CH:26]=[C:27]2[C:31](=[CH:32][CH:33]=1)[NH:30][C:29](=[O:34])[CH2:28]2)(=[O:24])=[O:23].N1CCCCC1, predict the reaction product. The product is: [CH3:14][C:13]1[C:9]([C:7]([NH:6][CH2:5][C:4]([OH:3])=[O:17])=[O:8])=[CH:10][NH:11][C:12]=1[CH:15]=[C:28]1[C:27]2[C:31](=[CH:32][CH:33]=[C:25]([S:22](=[O:23])(=[O:24])[NH:21][CH3:20])[CH:26]=2)[NH:30][C:29]1=[O:34].